This data is from Full USPTO retrosynthesis dataset with 1.9M reactions from patents (1976-2016). The task is: Predict the reactants needed to synthesize the given product. Given the product [CH2:1]([O:8][C:9]1[CH:10]=[C:11]2[C:15](=[CH:16][CH:17]=1)[NH:14][CH:13]=[C:12]2[C:18](=[O:36])[CH2:19][CH:20]1[CH2:25][CH2:24][NH:23][CH2:22][CH2:21]1)[C:2]1[CH:3]=[CH:4][CH:5]=[CH:6][CH:7]=1, predict the reactants needed to synthesize it. The reactants are: [CH2:1]([O:8][C:9]1[CH:10]=[C:11]2[C:15](=[CH:16][CH:17]=1)[NH:14][CH:13]=[C:12]2[C:18](=[O:36])[CH2:19][CH:20]1[CH2:25][CH2:24][N:23](C(OCC2C=CC=CC=2)=O)[CH2:22][CH2:21]1)[C:2]1[CH:7]=[CH:6][CH:5]=[CH:4][CH:3]=1.Cl.